From a dataset of Full USPTO retrosynthesis dataset with 1.9M reactions from patents (1976-2016). Predict the reactants needed to synthesize the given product. (1) Given the product [CH2:1]([O:8][N:9]1[C:15](=[O:16])[N:14]2[CH2:17][C@H:10]1[CH2:11][CH2:12][C@H:13]2[C:18]([NH:28][NH:27][C:25]([CH:21]1[CH2:24][CH2:23][CH2:22]1)=[O:26])=[O:20])[C:2]1[CH:3]=[CH:4][CH:5]=[CH:6][CH:7]=1, predict the reactants needed to synthesize it. The reactants are: [CH2:1]([O:8][N:9]1[C:15](=[O:16])[N:14]2[CH2:17][C@H:10]1[CH2:11][CH2:12][C@H:13]2[C:18]([OH:20])=O)[C:2]1[CH:7]=[CH:6][CH:5]=[CH:4][CH:3]=1.[CH:21]1([C:25]([NH:27][NH2:28])=[O:26])[CH2:24][CH2:23][CH2:22]1.ON1C2C=CC=CC=2N=N1.Cl.C(N=C=NCCCN(C)C)C. (2) Given the product [CH3:1][O:2][C:3]([C@@:5]1([CH2:25][CH:26]=[CH2:27])[CH2:9][C@@H:8]([OH:10])[CH2:7][N:6]1[C:18]([O:20][C:21]([CH3:22])([CH3:23])[CH3:24])=[O:19])=[O:4], predict the reactants needed to synthesize it. The reactants are: [CH3:1][O:2][C:3]([C@@:5]1([CH2:25][CH:26]=[CH2:27])[CH2:9][C@@H:8]([O:10][Si](C(C)(C)C)(C)C)[CH2:7][N:6]1[C:18]([O:20][C:21]([CH3:24])([CH3:23])[CH3:22])=[O:19])=[O:4].CCCC[N+](CCCC)(CCCC)CCCC.[F-].CCOC(C)=O.